This data is from Forward reaction prediction with 1.9M reactions from USPTO patents (1976-2016). The task is: Predict the product of the given reaction. (1) Given the reactants [Cl:1][C:2]1[CH:3]=[CH:4][C:5]([N:19]2[CH:23]=[N:22][N:21]=[N:20]2)=[C:6]([C:8]2[CH:13]=[CH:12][N:11]([CH2:14][C:15]([OH:17])=[O:16])[C:10](=[O:18])[CH:9]=2)[CH:7]=1.Br[CH2:25][C:26]([C:28]1[N:33]=[CH:32][C:31]([NH:34]C(=O)OC(C)(C)C)=[CH:30][CH:29]=1)=[O:27], predict the reaction product. The product is: [Cl:1][C:2]1[CH:3]=[CH:4][C:5]([N:19]2[CH:23]=[N:22][N:21]=[N:20]2)=[C:6]([C:8]2[CH:13]=[CH:12][N:11]([CH2:14][C:15]([O:17][CH2:25][C:26]([C:28]3[CH:29]=[CH:30][C:31]([NH2:34])=[CH:32][N:33]=3)=[O:27])=[O:16])[C:10](=[O:18])[CH:9]=2)[CH:7]=1. (2) Given the reactants [CH3:1][S:2]([NH:5][C:6]1[CH:21]=[CH:20][C:9]2[NH:10][C:11]([CH2:16][C:17]([OH:19])=O)=[N:12][S:13](=[O:15])(=[O:14])[C:8]=2[CH:7]=1)(=[O:4])=[O:3].[CH3:22][O:23][C:24]([C:26]1([CH3:38])[CH2:30][CH2:29][CH2:28][N:27]1[NH:31][CH2:32][CH2:33][C:34]([CH3:37])([CH3:36])[CH3:35])=[O:25].C1(N=C=NC2CCCCC2)CCCCC1.ClCCl, predict the reaction product. The product is: [CH3:22][O:23][C:24]([C:26]1([CH3:38])[CH2:30][CH2:29][CH2:28][N:27]1[N:31]([CH2:32][CH2:33][C:34]([CH3:37])([CH3:36])[CH3:35])[C:17](=[O:19])[CH2:16][C:11]1[NH:10][C:9]2[CH:20]=[CH:21][C:6]([NH:5][S:2]([CH3:1])(=[O:3])=[O:4])=[CH:7][C:8]=2[S:13](=[O:14])(=[O:15])[N:12]=1)=[O:25]. (3) The product is: [C:35]([NH:34][C:30]1[CH:29]=[C:28]([CH:25]2[CH2:26][CH2:27][N:22]([CH2:21][C:17]3[CH:16]=[C:15]4[C:20](=[CH:19][CH:18]=3)[N:12]([C:2]3[CH:11]=[CH:10][CH:9]=[CH:8][C:3]=3[C:4]([O:6][CH3:7])=[O:5])[CH:13]=[CH:14]4)[CH2:23][CH2:24]2)[CH:33]=[CH:32][CH:31]=1)(=[O:39])[CH:36]([CH3:38])[CH3:37]. Given the reactants I[C:2]1[CH:11]=[CH:10][CH:9]=[CH:8][C:3]=1[C:4]([O:6][CH3:7])=[O:5].[NH:12]1[C:20]2[C:15](=[CH:16][C:17]([CH2:21][N:22]3[CH2:27][CH2:26][CH:25]([C:28]4[CH:29]=[C:30]([NH:34][C:35](=[O:39])[CH:36]([CH3:38])[CH3:37])[CH:31]=[CH:32][CH:33]=4)[CH2:24][CH2:23]3)=[CH:18][CH:19]=2)[CH:14]=[CH:13]1, predict the reaction product. (4) Given the reactants [CH3:1][C:2]1[N:3]([C:20]([O:22][C:23]([CH3:26])([CH3:25])[CH3:24])=[O:21])[N:4]=[C:5]2[C:14]3[CH:13]=[C:12]4[CH2:15][CH2:16][CH2:17][CH2:18][C:11]4=[CH:10][C:9]=3[NH:8][C:7](=[O:19])[C:6]=12.C(=O)([O-])[O-].[Cs+].[Cs+].[C:33]([O:37][C:38](=[O:44])[NH:39][CH2:40][CH2:41][CH2:42]Br)([CH3:36])([CH3:35])[CH3:34], predict the reaction product. The product is: [C:33]([O:37][C:38]([NH:39][CH2:40][CH2:41][CH2:42][N:8]1[C:9]2[CH:10]=[C:11]3[CH2:18][CH2:17][CH2:16][CH2:15][C:12]3=[CH:13][C:14]=2[C:5]2=[N:4][N:3]([C:20]([O:22][C:23]([CH3:26])([CH3:25])[CH3:24])=[O:21])[C:2]([CH3:1])=[C:6]2[C:7]1=[O:19])=[O:44])([CH3:36])([CH3:35])[CH3:34]. (5) Given the reactants Br[C:2]1[CH:3]=[N:4][CH:5]=[C:6]2[C:11]=1[N:10]=[C:9]([C:12]([NH2:14])=[O:13])[CH:8]=[CH:7]2.[NH:15]1[CH2:20][CH2:19][CH2:18][CH2:17][CH2:16]1.C(=O)([O-])[O-].[K+].[K+], predict the reaction product. The product is: [N:15]1([C:2]2[CH:3]=[N:4][CH:5]=[C:6]3[C:11]=2[N:10]=[C:9]([C:12]([NH2:14])=[O:13])[CH:8]=[CH:7]3)[CH2:20][CH2:19][CH2:18][CH2:17][CH2:16]1. (6) Given the reactants [NH2:1][C:2]1[C:7]([C:8]([C:10]2[CH:15]=[CH:14][CH:13]=[CH:12][C:11]=2[F:16])=[O:9])=[CH:6][CH:5]=[C:4](Cl)[N:3]=1.[NH2:18][CH:19]1[CH2:24][CH2:23][N:22]([C:25]([O:27][C:28]([CH3:31])([CH3:30])[CH3:29])=[O:26])[CH2:21][CH2:20]1, predict the reaction product. The product is: [C:28]([O:27][C:25]([N:22]1[CH2:23][CH2:24][CH:19]([NH:18][C:4]2[CH:5]=[CH:6][C:7]([C:8](=[O:9])[C:10]3[CH:15]=[CH:14][CH:13]=[CH:12][C:11]=3[F:16])=[C:2]([NH2:1])[N:3]=2)[CH2:20][CH2:21]1)=[O:26])([CH3:31])([CH3:29])[CH3:30].